Dataset: Forward reaction prediction with 1.9M reactions from USPTO patents (1976-2016). Task: Predict the product of the given reaction. Given the reactants [OH:1][Li].O.[NH2:4][C:5]1[C:14]2[C:9](=[C:10]([F:19])[C:11]([O:17][CH3:18])=[C:12]([O:15][CH3:16])[CH:13]=2)[N:8]=[C:7]([N:20]2[CH2:25][CH2:24][N:23]([C:26](=[O:51])[CH2:27][C@H:28]([C:44]3[CH:49]=[CH:48][C:47]([F:50])=[CH:46][CH:45]=3)[C:29](N3[C@H](CC4C=CC=CC=4)COC3=O)=[O:30])[CH2:22][CH2:21]2)[N:6]=1.[NH4+].[Cl-], predict the reaction product. The product is: [NH2:4][C:5]1[C:14]2[C:9](=[C:10]([F:19])[C:11]([O:17][CH3:18])=[C:12]([O:15][CH3:16])[CH:13]=2)[N:8]=[C:7]([N:20]2[CH2:25][CH2:24][N:23]([C:26](=[O:51])[CH2:27][C@H:28]([C:44]3[CH:49]=[CH:48][C:47]([F:50])=[CH:46][CH:45]=3)[C:29]([OH:30])=[O:1])[CH2:22][CH2:21]2)[N:6]=1.